The task is: Predict the reactants needed to synthesize the given product.. This data is from Full USPTO retrosynthesis dataset with 1.9M reactions from patents (1976-2016). Given the product [NH2:1][C:2]1[N:7]=[CH:6][C:5]([O:8][C:16]2[CH:21]=[CH:20][N:19]=[C:18]([C:22]([NH2:24])=[O:23])[CH:17]=2)=[CH:4][CH:3]=1, predict the reactants needed to synthesize it. The reactants are: [NH2:1][C:2]1[N:7]=[CH:6][C:5]([OH:8])=[CH:4][CH:3]=1.CC([O-])(C)C.[K+].Cl[C:16]1[CH:21]=[CH:20][N:19]=[C:18]([C:22]([NH2:24])=[O:23])[CH:17]=1.